Task: Predict the reaction yield, written as a fraction of the theoretical maximum amount of product (1.0 means a 100% yield; for example, 0.34 means a 34% yield).. Dataset: Reaction yield outcomes from USPTO patents with 853,638 reactions (1) The reactants are [NH:1]=[C:2]1[CH:7]=[C:6]([O:8][CH3:9])[CH:5]=[CH:4][N:3]1[CH2:10][C:11](O)=O.P(Cl)(Cl)([Cl:16])=O.O. The catalyst is C1(C)C=CC=CC=1. The product is [Cl:16][C:11]1[N:1]=[C:2]2[CH:7]=[C:6]([O:8][CH3:9])[CH:5]=[CH:4][N:3]2[CH:10]=1. The yield is 0.102. (2) The reactants are Cl.C[O:3][C:4](=[O:39])[C:5]1[CH:10]=[CH:9][C:8]([CH2:11][O:12][C:13]2[CH:18]=[CH:17][C:16]([CH2:19][C@H:20]([NH2:38])[C:21]3[N:22]([CH2:34][CH2:35][CH2:36][CH3:37])[CH:23]=[C:24]([C:26]4[CH:31]=[CH:30][C:29]([Cl:32])=[CH:28][C:27]=4[Cl:33])[N:25]=3)=[CH:15][CH:14]=2)=[CH:7][CH:6]=1.[N:40]1([C:45](O)=[O:46])[CH2:44][CH2:43][CH2:42][CH2:41]1. No catalyst specified. The product is [CH2:34]([N:22]1[CH:23]=[C:24]([C:26]2[CH:31]=[CH:30][C:29]([Cl:32])=[CH:28][C:27]=2[Cl:33])[N:25]=[C:21]1[C@@H:20]([NH:38][C:45]([N:40]1[CH2:44][CH2:43][CH2:42][CH2:41]1)=[O:46])[CH2:19][C:16]1[CH:15]=[CH:14][C:13]([O:12][CH2:11][C:8]2[CH:7]=[CH:6][C:5]([C:4]([OH:3])=[O:39])=[CH:10][CH:9]=2)=[CH:18][CH:17]=1)[CH2:35][CH2:36][CH3:37]. The yield is 0.620. (3) The reactants are C([O:3][C:4]([C:6]1[C:10]([C:11]2[CH:16]=[CH:15][C:14]([F:17])=[CH:13][CH:12]=2)=[CH:9][N:8]([CH2:18][CH2:19][N:20]([CH3:22])[CH3:21])[N:7]=1)=[O:5])C.[OH-].[Na+].CO. The catalyst is CO.O. The product is [CH3:21][N:20]([CH3:22])[CH2:19][CH2:18][N:8]1[CH:9]=[C:10]([C:11]2[CH:16]=[CH:15][C:14]([F:17])=[CH:13][CH:12]=2)[C:6]([C:4]([OH:5])=[O:3])=[N:7]1. The yield is 0.630. (4) The reactants are [F:1][C:2]1[CH:26]=[C:25]([F:27])[CH:24]=[CH:23][C:3]=1[CH2:4][C@H:5]1[CH2:10][C@H:9]([C:11](=[O:18])[CH2:12][C:13](OCC)=[O:14])[CH2:8][CH2:7][N:6]1[C:19]([O:21][CH3:22])=[O:20].[OH-].[Na+].[NH2:30]O.Cl. The catalyst is CO.O. The product is [F:1][C:2]1[CH:26]=[C:25]([F:27])[CH:24]=[CH:23][C:3]=1[CH2:4][C@H:5]1[CH2:10][C@H:9]([C:11]2[O:18][NH:30][C:13](=[O:14])[CH:12]=2)[CH2:8][CH2:7][N:6]1[C:19]([O:21][CH3:22])=[O:20]. The yield is 1.01. (5) The reactants are [NH:1]1[CH2:6][CH2:5][CH:4]([C:7]2[N:14]=[CH:13][CH:12]=[CH:11][C:8]=2[C:9]#[N:10])[CH2:3][CH2:2]1.[CH3:15][C:16]1[CH:21]=[CH:20][CH:19]=[C:18]([CH3:22])[C:17]=1[NH:23][C:24](=[O:27])[CH2:25]Cl.C(=O)([O-])[O-].[Na+].[Na+]. The catalyst is CN(C)C=O.O. The product is [C:9]([C:8]1[C:7]([CH:4]2[CH2:3][CH2:2][N:1]([CH2:25][C:24]([NH:23][C:17]3[C:18]([CH3:22])=[CH:19][CH:20]=[CH:21][C:16]=3[CH3:15])=[O:27])[CH2:6][CH2:5]2)=[N:14][CH:13]=[CH:12][CH:11]=1)#[N:10]. The yield is 0.280. (6) The reactants are [F:1][C:2]1[CH:7]=[C:6](F)[C:5]([F:9])=[CH:4][C:3]=1[N+:10]([O-:12])=[O:11].[CH3:13][CH:14]([C:20]([O:22][CH2:23][CH3:24])=[O:21])[C:15]([O:17][CH2:18][CH3:19])=[O:16].[OH-].[Na+]. The catalyst is CN(C=O)C. The product is [F:9][C:5]1[CH:4]=[C:3]([N+:10]([O-:12])=[O:11])[C:2]([F:1])=[CH:7][C:6]=1[C:14]([CH3:13])([C:15]([O:17][CH2:18][CH3:19])=[O:16])[C:20]([O:22][CH2:23][CH3:24])=[O:21]. The yield is 0.760. (7) The reactants are C([O:8][C:9]1[CH:16]=[C:15]([F:17])[CH:14]=[CH:13][C:10]=1[C:11]#[N:12])C1C=CC=CC=1.[ClH:18]. The catalyst is C(O)C.C(OCC)(=O)C.[Pd]. The product is [ClH:18].[OH:8][C:9]1[CH:16]=[C:15]([F:17])[CH:14]=[CH:13][C:10]=1[CH2:11][NH2:12]. The yield is 0.740. (8) The reactants are [CH3:1][C:2]1([CH2:5][C:6]2([C:27]3[CH:32]=[CH:31][CH:30]=[CH:29][CH:28]=3)[O:11][C:10](=[O:12])[N:9]([C:13]([C:16]3[N:17]=[N:18][N:19]([C:21]4[CH:26]=[CH:25][CH:24]=[CH:23][CH:22]=4)[CH:20]=3)([CH3:15])[CH3:14])[CH2:8][CH2:7]2)[CH2:4][O:3]1.O.OO.[O-]S([O-])(=S)=O.[Na+].[Na+]. The catalyst is C1COCC1. The product is [OH:3][C:2]([CH3:4])([CH3:1])[CH2:5][C:6]1([C:27]2[CH:32]=[CH:31][CH:30]=[CH:29][CH:28]=2)[O:11][C:10](=[O:12])[N:9]([C:13]([C:16]2[N:17]=[N:18][N:19]([C:21]3[CH:22]=[CH:23][CH:24]=[CH:25][CH:26]=3)[CH:20]=2)([CH3:15])[CH3:14])[CH2:8][CH2:7]1. The yield is 0.420. (9) The reactants are FC1C=C(F)C=CC=1C1C=C(CO)C(=O)N(CC(C)C)N=1.[F:22][C:23]1[CH:24]=[C:25]([C:31]2[CH:32]=[C:33]([C:38]([O:40][CH3:41])=[O:39])[C:34](=[O:37])[NH:35][N:36]=2)[CH:26]=[CH:27][C:28]=1[O:29][CH3:30].[Cl:42][C:43]1[CH:50]=[CH:49][C:46]([CH2:47]Cl)=[CH:45][CH:44]=1. No catalyst specified. The product is [Cl:42][C:43]1[CH:50]=[CH:49][C:46]([CH2:47][N:35]2[C:34](=[O:37])[C:33]([C:38]([O:40][CH3:41])=[O:39])=[CH:32][C:31]([C:25]3[CH:26]=[CH:27][C:28]([O:29][CH3:30])=[C:23]([F:22])[CH:24]=3)=[N:36]2)=[CH:45][CH:44]=1. The yield is 0.976. (10) The reactants are [CH3:1][O:2][C:3]1[CH:4]=[C:5]2[C:10](=[CH:11][C:12]=1[O:13][CH3:14])[N:9]=[CH:8][N:7]=[C:6]2[O:15][C:16]1[CH:22]=[CH:21][C:19]([NH2:20])=[CH:18][CH:17]=1.Cl[C:24](Cl)([O:26]C(=O)OC(Cl)(Cl)Cl)Cl.[CH3:35][CH2:36][CH:37]([OH:42])[CH2:38][CH2:39][CH2:40][CH3:41].C(=O)(O)[O-].[Na+]. The catalyst is C(Cl)Cl.C(N(CC)CC)C.C1(C)C=CC=CC=1. The product is [CH3:1][O:2][C:3]1[CH:4]=[C:5]2[C:10](=[CH:11][C:12]=1[O:13][CH3:14])[N:9]=[CH:8][N:7]=[C:6]2[O:15][C:16]1[CH:22]=[CH:21][C:19]([NH:20][C:24](=[O:26])[O:42][CH:37]([CH2:36][CH3:35])[CH2:38][CH2:39][CH2:40][CH3:41])=[CH:18][CH:17]=1. The yield is 0.720.